Dataset: Full USPTO retrosynthesis dataset with 1.9M reactions from patents (1976-2016). Task: Predict the reactants needed to synthesize the given product. (1) Given the product [Cl:25][C:26]1[CH:31]=[C:30]([CH2:32][N:6]2[C:2]([CH3:1])=[CH:3][C:4]([C:7]3[O:11][N:10]=[C:9]([C:12]4[CH:13]=[CH:14][C:15]([C:18]5([C:21]([F:22])([F:24])[F:23])[CH2:20][CH2:19]5)=[CH:16][CH:17]=4)[N:8]=3)=[N:5]2)[CH:29]=[CH:28][N:27]=1, predict the reactants needed to synthesize it. The reactants are: [CH3:1][C:2]1[NH:6][N:5]=[C:4]([C:7]2[O:11][N:10]=[C:9]([C:12]3[CH:17]=[CH:16][C:15]([C:18]4([C:21]([F:24])([F:23])[F:22])[CH2:20][CH2:19]4)=[CH:14][CH:13]=3)[N:8]=2)[CH:3]=1.[Cl:25][C:26]1[CH:31]=[C:30]([CH2:32]Cl)[CH:29]=[CH:28][N:27]=1.CC([O-])(C)C.[K+].C(OCC)(=O)C. (2) The reactants are: Br[C:2]1[CH:3]=[C:4]([CH3:8])[CH:5]=[CH:6][CH:7]=1.[O:9]1[C:13]2([CH2:18][CH2:17][C:16](=[O:19])[CH2:15][CH2:14]2)[O:12][CH2:11][CH2:10]1. Given the product [C:4]1([CH3:8])[CH:5]=[CH:6][CH:7]=[C:2]([C:16]2([OH:19])[CH2:17][CH2:18][C:13]3([O:12][CH2:11][CH2:10][O:9]3)[CH2:14][CH2:15]2)[CH:3]=1, predict the reactants needed to synthesize it. (3) Given the product [Cl:8][C:9]1[C:10]([N:15]2[CH:19]([C:20]([O:22][CH2:23][CH3:24])=[O:21])[CH2:18][C:17]([O:25][S:32]([C:29]3[CH:30]=[CH:31][C:26]([CH3:36])=[CH:27][CH:28]=3)(=[O:34])=[O:33])=[N:16]2)=[N:11][CH:12]=[CH:13][CH:14]=1, predict the reactants needed to synthesize it. The reactants are: C(N(CC)CC)C.[Cl:8][C:9]1[C:10]([N:15]2[CH:19]([C:20]([O:22][CH2:23][CH3:24])=[O:21])[CH2:18][C:17](=[O:25])[NH:16]2)=[N:11][CH:12]=[CH:13][CH:14]=1.[C:26]1([CH3:36])[CH:31]=[CH:30][C:29]([S:32](Cl)(=[O:34])=[O:33])=[CH:28][CH:27]=1.